Predict the reactants needed to synthesize the given product. From a dataset of Full USPTO retrosynthesis dataset with 1.9M reactions from patents (1976-2016). Given the product [CH3:31][CH:10]([CH2:11][CH2:12][CH2:13][C:14]1[CH:15]=[CH:16][CH:17]=[CH:18][CH:19]=1)[C:9](=[O:20])/[CH:8]=[CH:7]/[C@H:4]1[CH2:5][CH2:6][C:2](=[O:1])[N:3]1[CH2:21][CH2:22][CH2:23][CH2:24][CH2:25][CH2:26][C:27]([O:29][CH3:30])=[O:28], predict the reactants needed to synthesize it. The reactants are: [O:1]=[C:2]1[CH2:6][CH2:5][C@H:4](/[CH:7]=[CH:8]/[C:9](=[O:20])[CH2:10][CH2:11][CH2:12][CH2:13][C:14]2[CH:19]=[CH:18][CH:17]=[CH:16][CH:15]=2)[N:3]1[CH2:21][CH2:22][CH2:23][CH2:24][CH2:25][CH2:26][C:27]([O:29][CH3:30])=[O:28].[C:31](OCC)(=O)C.CCCCCCC.